Dataset: Full USPTO retrosynthesis dataset with 1.9M reactions from patents (1976-2016). Task: Predict the reactants needed to synthesize the given product. (1) The reactants are: C([O:5][C:6](=[O:43])[CH2:7][CH2:8][C@H:9]([NH:13][C:14]([C:16]1[CH:20]=[C:19]([O:21][CH2:22][C:23]([N:25]2[CH2:29][CH2:28][CH2:27][C@H:26]2[C:30](=[O:36])[NH:31][CH:32]2[CH2:35][CH2:34][CH2:33]2)=[O:24])[N:18]([C:37]2[CH:42]=[CH:41][CH:40]=[CH:39][CH:38]=2)[N:17]=1)=[O:15])[C:10](O)=[O:11])(C)(C)C.CCN(C(C)C)C(C)C.CN(C(ON1N=NC2C=CC=NC1=2)=[N+](C)C)C.F[P-](F)(F)(F)(F)F.[CH2:77]([O:79][C:80]([N:82]1[CH2:87][CH2:86][NH:85][CH2:84][C@@H:83]1[CH3:88])=[O:81])[CH3:78]. Given the product [CH2:77]([O:79][C:80]([N:82]1[CH2:87][CH2:86][N:85]([C:10](=[O:11])[C@@H:9]([NH:13][C:14]([C:16]2[CH:20]=[C:19]([O:21][CH2:22][C:23]([N:25]3[CH2:29][CH2:28][CH2:27][C@H:26]3[C:30](=[O:36])[NH:31][CH:32]3[CH2:33][CH2:34][CH2:35]3)=[O:24])[N:18]([C:37]3[CH:38]=[CH:39][CH:40]=[CH:41][CH:42]=3)[N:17]=2)=[O:15])[CH2:8][CH2:7][C:6]([OH:43])=[O:5])[CH2:84][C@@H:83]1[CH3:88])=[O:81])[CH3:78], predict the reactants needed to synthesize it. (2) Given the product [O:3]1[C:7]2[CH:8]=[CH:9][CH:10]=[C:11]([CH:12]3[CH2:17][CH2:16][N:15]([CH2:18][CH2:19][C@H:20]4[CH2:21][CH2:22][C@H:23]([NH:26][C:28](=[O:27])[CH2:29][CH2:30][OH:31])[CH2:24][CH2:25]4)[CH2:14][CH2:13]3)[C:6]=2[CH2:5][CH2:4]1, predict the reactants needed to synthesize it. The reactants are: Cl.Cl.[O:3]1[C:7]2[CH:8]=[CH:9][CH:10]=[C:11]([CH:12]3[CH2:17][CH2:16][N:15]([CH2:18][CH2:19][C@H:20]4[CH2:25][CH2:24][C@H:23]([NH2:26])[CH2:22][CH2:21]4)[CH2:14][CH2:13]3)[C:6]=2[CH2:5][CH2:4]1.[OH:27][CH2:28][CH2:29][C:30](O)=[O:31]. (3) The reactants are: Cl[C:2]1[N:3]=[N:4][CH:5]=[C:6]([C:8]2[CH:13]=[CH:12][C:11]([F:14])=[C:10]([C:15]3[C:20]([F:21])=[CH:19][C:18]([F:22])=[CH:17][N:16]=3)[CH:9]=2)[CH:7]=1.[F:23][C:24]1[C:25]([Sn](CCCC)(CCCC)CCCC)=[N:26][CH:27]=[CH:28][CH:29]=1. Given the product [F:21][C:20]1[C:15]([C:10]2[CH:9]=[C:8]([C:6]3[CH:7]=[C:2]([C:25]4[C:24]([F:23])=[CH:29][CH:28]=[CH:27][N:26]=4)[N:3]=[N:4][CH:5]=3)[CH:13]=[CH:12][C:11]=2[F:14])=[N:16][CH:17]=[C:18]([F:22])[CH:19]=1, predict the reactants needed to synthesize it. (4) Given the product [CH2:30]([N:14]1[CH2:13][CH2:12][C@@:11]23[C:27]4[C:22]5[CH2:21][C@@H:15]1[C@:16]12[CH2:19][CH2:20][C@:9]2([O:8][CH2:7][O:6][C@@:5]([C:1]([CH3:4])([CH3:3])[CH3:2])([CH3:34])[C@H:18]2[CH2:17]1)[C@@H:10]3[O:28][C:26]=4[C:25]([OH:29])=[CH:24][CH:23]=5)[CH:31]=[CH2:32], predict the reactants needed to synthesize it. The reactants are: [C:1]([C@:5]1([CH3:34])[C@@H:18]2[C@@:9]3([CH2:20][CH2:19][C@:16]4([CH2:17]2)[C@@:11]25[C:27]6[C:22](=[CH:23][CH:24]=[C:25]([OH:29])[C:26]=6[O:28][C@@H:10]32)[CH2:21][C@H:15]4[N:14]([CH2:30][CH:31]2C[CH2:32]2)[CH2:13][CH2:12]5)[O:8][CH2:7][O:6]1)([CH3:4])([CH3:3])[CH3:2].C(N1CC[C@@]23C4C5C[C@@H]1[C@H]2C[C@H]([C@](O)(C(C)(C)C)C)[C@H](O)[C@@H]3OC=4C(O)=C1CCC1=5)C=C.C1(CN2CC[C@@]34C5C6C[C@@H]2[C@H]3C[C@H]([C@](O)(C(C)(C)C)C)[C@H](O)[C@@H]4OC=5C(O)=C2CCC2=6)CC1.